This data is from Reaction yield outcomes from USPTO patents with 853,638 reactions. The task is: Predict the reaction yield, written as a fraction of the theoretical maximum amount of product (1.0 means a 100% yield; for example, 0.34 means a 34% yield). (1) The reactants are Cl[C:2]1[N:9]=[C:8]([NH:10][C:11]2[CH:15]=[C:14]([CH:16]3[CH2:18][CH2:17]3)[NH:13][N:12]=2)[C:7]([F:19])=[C:6]([I:20])[C:3]=1[C:4]#[N:5].[F:21][C:22]1[CH:27]=[CH:26][C:25]([C@@H:28]([NH2:30])[CH3:29])=[CH:24][CH:23]=1.CCN(C(C)C)C(C)C. The catalyst is CCCCO.O. The product is [CH:16]1([C:14]2[NH:13][N:12]=[C:11]([NH:10][C:8]3[C:7]([F:19])=[C:6]([I:20])[C:3]([C:4]#[N:5])=[C:2]([NH:30][C@H:28]([C:25]4[CH:26]=[CH:27][C:22]([F:21])=[CH:23][CH:24]=4)[CH3:29])[N:9]=3)[CH:15]=2)[CH2:18][CH2:17]1. The yield is 0.200. (2) The reactants are [CH3:1][C:2]([S:25][S:26][CH3:27])([CH3:24])[CH2:3][S:4][CH2:5][C:6]1[CH:7]=[C:8](CCS([O-])(=O)=O)[CH:9]=[C:10]([CH2:12]CS([O-])(=O)=O)[CH:11]=1.[C:28](=[O:31])([O-])[O-].[K+].[K+].CN(C)C=[O:37]. The product is [CH3:1][C:2]([S:25][S:26][CH3:27])([CH3:24])[CH2:3][S:4][CH2:5][C:6]1[CH:7]=[C:8]([CH2:28][OH:31])[CH:9]=[C:10]([CH2:12][OH:37])[CH:11]=1. No catalyst specified. The yield is 0.210. (3) The reactants are [CH2:1]([O:3][P:4]([CH2:9][CH2:10][NH:11][CH2:12][C:13]([CH3:36])=[CH:14][CH2:15][C:16]1[C:17]([O:29][CH2:30][CH2:31][Si:32]([CH3:35])([CH3:34])[CH3:33])=[C:18]2[C:22](=[C:23]([CH3:27])[C:24]=1[O:25][CH3:26])[CH2:21][O:20][C:19]2=[O:28])(=[O:8])[O:5][CH2:6][CH3:7])[CH3:2].[CH:37](=O)[C:38]1[CH:43]=[CH:42][CH:41]=[CH:40][CH:39]=1.C(O[BH-](OC(=O)C)OC(=O)C)(=O)C.[Na+].C(O)(=O)C. The catalyst is CN(C=O)C. The product is [CH2:1]([O:3][P:4]([CH2:9][CH2:10][N:11]([CH2:37][C:38]1[CH:43]=[CH:42][CH:41]=[CH:40][CH:39]=1)[CH2:12][C:13]([CH3:36])=[CH:14][CH2:15][C:16]1[C:17]([O:29][CH2:30][CH2:31][Si:32]([CH3:33])([CH3:34])[CH3:35])=[C:18]2[C:22](=[C:23]([CH3:27])[C:24]=1[O:25][CH3:26])[CH2:21][O:20][C:19]2=[O:28])(=[O:8])[O:5][CH2:6][CH3:7])[CH3:2]. The yield is 0.430. (4) The reactants are [CH3:1][N:2]1[C@@H:19]2[CH2:20][C:7]3[CH:8]=[CH:9][C:10]([O:22][CH3:23])=[C:11]4[O:12][C@H:13]5[C:14]([CH2:16][CH2:17][C@:18]2([OH:21])[C@:5]5([C:6]=34)[CH2:4][CH2:3]1)=[O:15].C(O)C.[ClH:27].CN1[C@@H]2CC3C=CC(OC)=C4OC5C(C=C[C@]2(O)[C@]5(C=34)CC1)=O. The catalyst is O. The product is [CH3:1][N:2]1[C@@H:19]2[CH2:20][C:7]3[CH:8]=[CH:9][C:10]([O:22][CH3:23])=[C:11]4[O:12][C@H:13]5[C:14]([CH2:16][CH2:17][C@:18]2([OH:21])[C@:5]5([C:6]=34)[CH2:4][CH2:3]1)=[O:15].[ClH:27]. The yield is 0.851. (5) The reactants are CC(OI1(OC(C)=O)(OC(C)=O)OC(=O)C2C=CC=CC1=2)=O.[CH3:23][O:24][C:25](=[O:44])[CH2:26][CH2:27][CH2:28][CH2:29][CH2:30][CH2:31][C:32](=[O:43])[NH:33][CH2:34][CH:35]([OH:42])[C:36]1[CH:41]=[CH:40][CH:39]=[CH:38][CH:37]=1. The catalyst is C(Cl)Cl. The product is [CH3:23][O:24][C:25](=[O:44])[CH2:26][CH2:27][CH2:28][CH2:29][CH2:30][CH2:31][C:32](=[O:43])[NH:33][CH2:34][C:35](=[O:42])[C:36]1[CH:41]=[CH:40][CH:39]=[CH:38][CH:37]=1. The yield is 0.720. (6) The reactants are Cl[C:2]1[C:11]2[C:6](=[CH:7][C:8]([O:16][CH3:17])=[C:9]([C:12]([O:14][CH3:15])=[O:13])[CH:10]=2)[N:5]=[CH:4][CH:3]=1.[OH:18][C:19]1[CH:20]=[C:21]2[C:25](=[CH:26][CH:27]=1)[NH:24][CH:23]=[CH:22]2.C(N(C(C)C)CC)(C)C. The catalyst is CN1CCCC1=O. The product is [CH3:15][O:14][C:12]([C:9]1[CH:10]=[C:11]2[C:6](=[CH:7][C:8]=1[O:16][CH3:17])[N:5]=[CH:4][CH:3]=[C:2]2[O:18][C:19]1[CH:20]=[C:21]2[C:25](=[CH:26][CH:27]=1)[NH:24][CH:23]=[CH:22]2)=[O:13]. The yield is 0.298. (7) The product is [N+:1]([C:4]1[CH:5]=[N:6][CH:7]=[CH:8][C:9]=1[N:11]1[CH2:16][CH2:15][CH2:14][CH2:13][CH2:12]1)([O-:3])=[O:2]. The reactants are [N+:1]([C:4]1[CH:5]=[N:6][CH:7]=[CH:8][C:9]=1Cl)([O-:3])=[O:2].[NH:11]1[CH2:16][CH2:15][CH2:14][CH2:13][CH2:12]1. The catalyst is C(O)C. The yield is 1.00.